Dataset: Forward reaction prediction with 1.9M reactions from USPTO patents (1976-2016). Task: Predict the product of the given reaction. (1) Given the reactants [CH3:1][O:2][Si](C)(C)C.[F:7][C:8]1[CH:13]=[CH:12][C:11]([C:14]2[O:15][CH:16]=[C:17]([CH:19]=[O:20])[N:18]=2)=[CH:10][CH:9]=1.[CH2:21](Cl)Cl, predict the reaction product. The product is: [CH3:21][O:20][CH:19]([O:2][CH3:1])[C:17]1[N:18]=[C:14]([C:11]2[CH:10]=[CH:9][C:8]([F:7])=[CH:13][CH:12]=2)[O:15][CH:16]=1. (2) Given the reactants [C:1](Cl)(=[O:8])[CH2:2][CH2:3][CH2:4][CH2:5][CH2:6][CH3:7].[Cl:10][CH2:11][CH2:12][CH2:13][N:14]1[C:18]2[CH:19]=[CH:20][CH:21]=[CH:22][C:17]=2[N:16]([CH2:23][OH:24])[C:15]1=[O:25].N1C=CC=CC=1, predict the reaction product. The product is: [C:1]([O:24][CH2:23][N:16]1[C:17]2[CH:22]=[CH:21][CH:20]=[CH:19][C:18]=2[N:14]([CH2:13][CH2:12][CH2:11][Cl:10])[C:15]1=[O:25])(=[O:8])[CH2:2][CH2:3][CH2:4][CH2:5][CH2:6][CH3:7].